Dataset: Catalyst prediction with 721,799 reactions and 888 catalyst types from USPTO. Task: Predict which catalyst facilitates the given reaction. (1) Product: [OH:1][C:2]1[C:7]2[C:8]3([OH:45])[C:21]([O:25][CH3:26])([CH:22]([OH:24])[CH2:23][C:6]=2[CH:5]=[C:4]([CH3:46])[C:3]=1[C:47]([NH2:52])=[O:48])[C:20](=[O:27])[C:19]1[C:10](=[CH:11][C:12]2[C:13](=[O:43])[C:14]([NH:30][C@@H:31]4[CH:36]([O:37][CH3:38])[C@H:35]([OH:39])[C@@H:34]([O:40][CH3:41])[C@H:33]([CH3:42])[O:32]4)=[CH:15][C:16](=[O:29])[C:17]=2[C:18]=1[OH:28])[C:9]3=[O:44]. The catalyst class is: 1. Reactant: [OH:1][C:2]1[C:7]2[C@@:8]3([OH:45])[C@@:21]([O:25][CH3:26])([C@H:22]([OH:24])[CH2:23][C:6]=2[CH:5]=[C:4]([CH3:46])[C:3]=1[C:47](O)=[O:48])[C:20](=[O:27])[C:19]1[C:10](=[CH:11][C:12]2[C:13](=[O:43])[C:14]([NH:30][CH:31]4[C@H:36]([O:37][CH3:38])[C@H:35]([OH:39])[C@@H:34]([O:40][CH3:41])[C@H:33]([CH3:42])[O:32]4)=[CH:15][C:16](=[O:29])[C:17]=2[C:18]=1[OH:28])[C:9]3=[O:44].O.O[N:52]1C2C=CC=CC=2N=N1.N. (2) Reactant: C([Mg]Cl)(C)(C)C.CO[C:9](=[O:34])[CH2:10][C@H:11]([O:23][C:24](=[O:33])[CH:25](Br)[CH2:26][CH2:27][CH2:28][CH2:29][CH2:30][CH3:31])[CH2:12][CH2:13][CH2:14][CH2:15][CH2:16][CH2:17][CH2:18][CH2:19][CH2:20][CH2:21][CH3:22].C([Mg]Cl)(C)(C)C.C1COCC1. Product: [CH2:26]([C:25]1[C:24](=[O:33])[O:23][C@H:11]([CH2:12][CH2:13][CH2:14][CH2:15][CH2:16][CH2:17][CH2:18][CH2:19][CH2:20][CH2:21][CH3:22])[CH2:10][C:9]=1[OH:34])[CH2:27][CH2:28][CH2:29][CH2:30][CH3:31]. The catalyst class is: 13. (3) Reactant: Cl[C:2]1[S:3][C:4]2[C:10]([N+:11]([O-:13])=[O:12])=[C:9]([Cl:14])[CH:8]=[CH:7][C:5]=2[N:6]=1.[N:15]12[CH2:23][CH2:22][CH:19]([CH2:20][CH2:21]1)[NH:18][CH2:17][CH2:16]2.C(=O)([O-])[O-].[K+].[K+]. Product: [Cl:14][C:9]1[CH:8]=[CH:7][C:5]2[N:6]=[C:2]([N:18]3[CH:19]4[CH2:22][CH2:23][N:15]([CH2:21][CH2:20]4)[CH2:16][CH2:17]3)[S:3][C:4]=2[C:10]=1[N+:11]([O-:13])=[O:12]. The catalyst class is: 709. (4) Reactant: [CH2:1]([O:3][C:4]([C:6]1[CH:11]=[C:10]([C:12]2[N:13]=[C:14]([C:17]3[CH:22]=[CH:21][N:20]=[C:19]([NH:23]CC4C=CC(OC)=CC=4)[CH:18]=3)[S:15][CH:16]=2)[C:9](=[O:33])[NH:8][C:7]=1[CH3:34])=[O:5])[CH3:2].C(O)(C(F)(F)F)=O. Product: [CH3:34][C:7]1[NH:8][C:9](=[O:33])[C:10]([C:12]2[N:13]=[C:14]([C:17]3[CH:22]=[CH:21][N:20]=[C:19]([NH2:23])[CH:18]=3)[S:15][CH:16]=2)=[CH:11][C:6]=1[C:4]([O:3][CH2:1][CH3:2])=[O:5]. The catalyst class is: 2. (5) Reactant: [CH3:1][S:2][CH2:3][CH2:4][CH2:5][OH:6].[S:7](Cl)([C:10]1[CH:16]=[CH:15][C:13]([CH3:14])=[CH:12][CH:11]=1)(=[O:9])=[O:8]. Product: [CH3:14][C:13]1[CH:15]=[CH:16][C:10]([S:7]([O:6][CH2:5][CH2:4][CH2:3][S:2][CH3:1])(=[O:9])=[O:8])=[CH:11][CH:12]=1. The catalyst class is: 2. (6) Reactant: Br[C:2]1[CH:3]=[C:4]2[C:9](=[CH:10][CH:11]=1)[N:8]=[C:7]([O:12][CH3:13])[CH:6]=[C:5]2[C:14]1[CH:19]=[CH:18][CH:17]=[C:16]([Cl:20])[CH:15]=1.[Li].CON(C)[C:25]([C:27]1[S:28][C:29]([Cl:32])=[CH:30][CH:31]=1)=[O:26].[Cl-].[NH4+]. Product: [Cl:20][C:16]1[CH:15]=[C:14]([C:5]2[C:4]3[C:9](=[CH:10][CH:11]=[C:2]([C:25]([C:27]4[S:28][C:29]([Cl:32])=[CH:30][CH:31]=4)=[O:26])[CH:3]=3)[N:8]=[C:7]([O:12][CH3:13])[CH:6]=2)[CH:19]=[CH:18][CH:17]=1. The catalyst class is: 1. (7) Reactant: C(I)=C.[F-].[K+].[CH3:6][O:7][C:8]1C=[C:10](B(O)O)[CH:11]=[CH:12][C:13]=1OC.C([O:21]CC)C.[CH2:24]1[CH2:28][O:27][CH2:26][CH2:25]1. Product: [CH3:6][O:7][C:8](=[O:21])[C:13]1[CH:12]=[CH:11][CH:10]=[C:24]([CH3:25])[C:28]=1[O:27][CH3:26]. The catalyst class is: 167. (8) Reactant: [Cl:1][C:2]1[CH:7]=[CH:6][C:5]([NH:8][S:9]([C:12]2[CH:13]=[CH:14][C:15]([O:28][CH3:29])=[C:16]3[C:21]=2[O:20][CH2:19][C@H:18]([NH:22][C:23](=O)OCC)[CH2:17]3)(=[O:11])=[O:10])=[CH:4][CH:3]=1.[Li].S([O-])([O-])(=O)=O.[Na+].[Na+]. Product: [Cl:1][C:2]1[CH:3]=[CH:4][C:5]([NH:8][S:9]([C:12]2[CH:13]=[CH:14][C:15]([O:28][CH3:29])=[C:16]3[C:21]=2[O:20][CH2:19][C@H:18]([NH:22][CH3:23])[CH2:17]3)(=[O:11])=[O:10])=[CH:6][CH:7]=1. The catalyst class is: 7. (9) Reactant: [O:1]=[C:2]1[CH2:5][C:4]2([CH2:10][CH2:9][N:8]([C:11]([O:13][CH2:14][C:15]3[CH:20]=[CH:19][CH:18]=[CH:17][CH:16]=3)=[O:12])[CH2:7][CH2:6]2)[CH2:3]1.[BH4-].[Na+]. Product: [OH:1][CH:2]1[CH2:3][C:4]2([CH2:10][CH2:9][N:8]([C:11]([O:13][CH2:14][C:15]3[CH:16]=[CH:17][CH:18]=[CH:19][CH:20]=3)=[O:12])[CH2:7][CH2:6]2)[CH2:5]1. The catalyst class is: 24.